This data is from Forward reaction prediction with 1.9M reactions from USPTO patents (1976-2016). The task is: Predict the product of the given reaction. (1) Given the reactants C1(C)C=C(C)C=C(C)C=1C[C:10](O)=[S:11].C(N([CH:20]([CH3:22])[CH3:21])CC)(C)C.N[N:24]([CH:32]=[NH:33])[C:25](=[O:31])[O:26][C:27]([CH3:30])([CH3:29])[CH3:28].[OH2:34].ON1C2[CH:41]=[CH:42][CH:43]=[CH:44][C:39]=2N=N1.F[P-](F)(F)(F)(F)F.N1(OC(N(C)C)=[N+](C)C)C2C=CC=[CH:60][C:55]=2N=N1.C[N:70](C)C=O, predict the reaction product. The product is: [NH:70]=[C:32]([NH:24][C:25](=[O:31])[O:26][C:27]([CH3:30])([CH3:29])[CH3:28])[NH:33][C:55](=[O:34])[CH2:60][S:11][C:10]1[C:44]([CH3:39])=[CH:43][C:42]([CH3:41])=[CH:22][C:20]=1[CH3:21]. (2) The product is: [CH:21]1([N:9]2[C:10]3[C:6](=[CH:5][CH:4]=[CH:3][C:2]=3[F:1])[C:7]([C:11]3[CH:16]=[CH:15][C:14]([O:17][CH3:18])=[CH:13][CH:12]=3)=[N:8]2)[CH2:25][CH2:24][CH2:23][CH2:22]1. Given the reactants [F:1][C:2]1[CH:3]=[CH:4][CH:5]=[C:6]2[C:10]=1[NH:9][N:8]=[C:7]2[C:11]1[CH:16]=[CH:15][C:14]([O:17][CH3:18])=[CH:13][CH:12]=1.[H-].[Na+].[CH:21]1(Br)[CH2:25][CH2:24][CH2:23][CH2:22]1, predict the reaction product. (3) The product is: [N:8]([CH2:9][CH2:10][O:11][C:12](=[O:16])[C:13]([CH3:15])=[CH2:14])=[C:6]=[O:7]. Given the reactants N1([C:6]([NH:8][CH2:9][CH2:10][O:11][C:12](=[O:16])[C:13]([CH3:15])=[CH2:14])=[O:7])C=CN=C1.Cl.ClCl, predict the reaction product. (4) Given the reactants C(OCC1[N:6](CCC)C2C3C=C(O)C=CC=3N=CC=2N=1)C.[CH2:22]([O:24][CH2:25][C:26]1[N:27]([CH2:45][CH2:46][CH3:47])[C:28]2[C:37]3[CH:36]=[C:35]([O:38][CH:39]4[CH2:43][CH2:42][O:41][CH2:40]4)[CH:34]=[CH:33][C:32]=3[N:31]=[CH:30][C:29]=2[N:44]=1)[CH3:23].OC1CCOC1.OCCCN1CCCC1=O.C(OCC1N(CCC)C2C3C=C(OC4CCOC4)C=CC=3N=C(N)C=2N=1)C.[OH-].[NH4+].C1(C)C=CC(S(Cl)(=O)=O)=CC=1, predict the reaction product. The product is: [CH2:22]([O:24][CH2:25][C:26]1([NH2:6])[NH:44][C:29]2[CH:30]=[N:31][C:32]3[CH:33]=[CH:34][C:35]([O:38][CH:39]4[CH2:43][CH2:42][O:41][CH2:40]4)=[CH:36][C:37]=3[C:28]=2[N:27]1[CH2:45][CH2:46][CH3:47])[CH3:23]. (5) Given the reactants [ClH:1].C(OCC)(=O)C.[CH3:8][S:9]([C:12]1[CH:13]=[C:14]2[C:18](=[CH:19][CH:20]=1)[N:17]([C:21]1[N:26]=[CH:25][N:24]=[C:23]([O:27][CH:28]3[CH2:33][CH2:32][N:31](C(OC(C)(C)C)=O)[CH2:30][CH2:29]3)[CH:22]=1)[CH2:16][CH2:15]2)(=[O:11])=[O:10], predict the reaction product. The product is: [ClH:1].[CH3:8][S:9]([C:12]1[CH:13]=[C:14]2[C:18](=[CH:19][CH:20]=1)[N:17]([C:21]1[CH:22]=[C:23]([O:27][CH:28]3[CH2:33][CH2:32][NH:31][CH2:30][CH2:29]3)[N:24]=[CH:25][N:26]=1)[CH2:16][CH2:15]2)(=[O:11])=[O:10]. (6) Given the reactants [C:1](Cl)(=[O:6])[C:2]([CH3:5])([CH3:4])[CH3:3].[CH:8]1[CH:9]=[C:10]([N:16]2[CH2:21][CH2:20][N:19]([CH2:22][CH2:23][CH2:24][CH2:25][O:26][C:27]3[CH:28]=[CH:29][C:30]4[CH2:37][CH2:36][C:34](=[O:35])[NH:33][C:31]=4[CH:32]=3)[CH2:18][CH2:17]2)[C:11]([Cl:15])=[C:12]([Cl:14])[CH:13]=1, predict the reaction product. The product is: [C:1]([O:35][C:34]1[CH2:36][CH2:37][C:30]2[C:31](=[CH:32][C:27]([O:26][CH2:25][CH2:24][CH2:23][CH2:22][N:19]3[CH2:20][CH2:21][N:16]([C:10]4[CH:9]=[CH:8][CH:13]=[C:12]([Cl:14])[C:11]=4[Cl:15])[CH2:17][CH2:18]3)=[CH:28][CH:29]=2)[N:33]=1)(=[O:6])[C:2]([CH3:5])([CH3:4])[CH3:3]. (7) Given the reactants [C:1]1(=[O:15])[N:5]([CH2:6][C:7](=[O:9])[CH3:8])[C:4](=[O:10])[C:3]2=[CH:11][CH:12]=[CH:13][CH:14]=[C:2]12.NC(N)=O.[Br:20]Br, predict the reaction product. The product is: [Br:20][CH2:8][C:7](=[O:9])[CH2:6][N:5]1[C:4](=[O:10])[C:3]2[C:2](=[CH:14][CH:13]=[CH:12][CH:11]=2)[C:1]1=[O:15]. (8) Given the reactants [NH2:1][C:2]1[CH:7]=[CH:6][C:5]([C:8]2[C:9]([NH2:24])=[N:10][C:11]([NH2:23])=[N:12][C:13]=2[CH2:14][O:15][CH2:16][C:17]2[CH:22]=[CH:21][CH:20]=[CH:19][CH:18]=2)=[CH:4][CH:3]=1.[F:25][C:26]1[CH:27]=[C:28]([CH:31]=[CH:32][C:33]=1[S:34]([CH3:37])(=[O:36])=[O:35])[CH:29]=O.[BH3-]C#N.[Na+], predict the reaction product. The product is: [CH2:16]([O:15][CH2:14][C:13]1[N:12]=[C:11]([NH2:23])[N:10]=[C:9]([NH2:24])[C:8]=1[C:5]1[CH:6]=[CH:7][C:2]([NH:1][CH2:29][C:28]2[CH:31]=[CH:32][C:33]([S:34]([CH3:37])(=[O:36])=[O:35])=[C:26]([F:25])[CH:27]=2)=[CH:3][CH:4]=1)[C:17]1[CH:22]=[CH:21][CH:20]=[CH:19][CH:18]=1. (9) Given the reactants [Cl:1][C:2]1[CH:3]=[C:4]([CH:9](O)[C:10]([F:13])([F:12])[F:11])[CH:5]=[C:6]([Cl:8])[CH:7]=1.[Br:15]N1C(=O)CCC1=O.P(OC1C=CC=CC=1)(OC1C=CC=CC=1)OC1C=CC=CC=1, predict the reaction product. The product is: [Br:15][CH:9]([C:4]1[CH:3]=[C:2]([Cl:1])[CH:7]=[C:6]([Cl:8])[CH:5]=1)[C:10]([F:13])([F:12])[F:11]. (10) Given the reactants [CH2:1]([O:3][C:4](=[O:9])[C:5]([CH2:7]Br)=[CH2:6])[CH3:2].[N-:10]=[N+:11]=[N-:12].[Na+], predict the reaction product. The product is: [CH2:1]([O:3][C:4](=[O:9])[C:5]([CH2:7][N:10]=[N+:11]=[N-:12])=[CH2:6])[CH3:2].